From a dataset of Reaction yield outcomes from USPTO patents with 853,638 reactions. Predict the reaction yield, written as a fraction of the theoretical maximum amount of product (1.0 means a 100% yield; for example, 0.34 means a 34% yield). (1) The reactants are [CH3:1][O:2][C:3]1[CH:8]=[CH:7][C:6]([C:9]2[S:13][C:12]([NH:14][C:15]([NH:17][C:18]3[C:23]([CH3:24])=[CH:22][C:21]([CH3:25])=[CH:20][C:19]=3[CH3:26])=[O:16])=[C:11]([C:27]([OH:29])=O)[CH:10]=2)=[CH:5][CH:4]=1.CN(C(ON1N=NC2C=CC=NC1=2)=[N+](C)C)C.F[P-](F)(F)(F)(F)F.CCN(C(C)C)C(C)C.Cl.[NH2:64][C@@H:65]([CH:70]1[CH2:75][CH2:74][CH2:73][CH2:72][CH2:71]1)[C:66]([O:68][CH3:69])=[O:67]. The catalyst is CN(C=O)C. The product is [CH:70]1([C@H:65]([NH:64][C:27]([C:11]2[CH:10]=[C:9]([C:6]3[CH:7]=[CH:8][C:3]([O:2][CH3:1])=[CH:4][CH:5]=3)[S:13][C:12]=2[NH:14][C:15]([NH:17][C:18]2[C:23]([CH3:24])=[CH:22][C:21]([CH3:25])=[CH:20][C:19]=2[CH3:26])=[O:16])=[O:29])[C:66]([O:68][CH3:69])=[O:67])[CH2:75][CH2:74][CH2:73][CH2:72][CH2:71]1. The yield is 0.780. (2) The reactants are O[C:2]1[C:3]([C:10]([O:12][CH2:13][CH3:14])=[O:11])=[CH:4][N:5]([CH3:9])[C:6](=[O:8])[CH:7]=1.P(Cl)(Cl)([Cl:17])=O.C(N(CC)CC)C. No catalyst specified. The product is [Cl:17][C:2]1[C:3]([C:10]([O:12][CH2:13][CH3:14])=[O:11])=[CH:4][N:5]([CH3:9])[C:6](=[O:8])[CH:7]=1. The yield is 0.600. (3) The reactants are [CH2:1]([O:3][C:4]([C:6]1[NH:7][C:8]2[C:13]([C:14]=1[CH2:15][CH2:16][CH2:17][C:18](O)=[O:19])=[CH:12][C:11]([Br:21])=[CH:10][CH:9]=2)=[O:5])[CH3:2].C(N(CC)CC)C.ClC(OCC)=O.[N-:35]=[N+:36]=[N-:37].[Na+]. The catalyst is CC(C)=O.O. The product is [CH2:1]([O:3][C:4]([C:6]1[NH:7][C:8]2[C:13]([C:14]=1[CH2:15][CH2:16][CH2:17][C:18]([N:35]=[N+:36]=[N-:37])=[O:19])=[CH:12][C:11]([Br:21])=[CH:10][CH:9]=2)=[O:5])[CH3:2]. The yield is 1.00. (4) The reactants are [Cu]C#N.[Li]C.[CH2:6](OCC)C.[C:11]([O:17][CH2:18][CH2:19][CH2:20][C@H:21]([OH:39])[CH2:22][C:23]#[C:24][CH2:25]OS(C1C(C)=CC(C)=CC=1C)(=O)=O)(=[O:16])[C:12]([CH3:15])([CH3:14])[CH3:13]. The catalyst is C1COCC1. The product is [C:11]([O:17][CH2:18][CH2:19][CH2:20][C@H:21]([OH:39])[CH2:22][C:23]([CH3:6])=[C:24]=[CH2:25])(=[O:16])[C:12]([CH3:13])([CH3:14])[CH3:15]. The yield is 0.810. (5) The yield is 0.870. The reactants are N(OCCC(C)C)=O.CS[S:11][CH3:12].[Br:13][C:14]1[CH:20]=[CH:19][C:17](N)=[C:16]([C:21]([F:24])([F:23])[F:22])[CH:15]=1. The product is [Br:13][C:14]1[CH:20]=[CH:19][C:17]([S:11][CH3:12])=[C:16]([C:21]([F:22])([F:23])[F:24])[CH:15]=1. No catalyst specified. (6) The reactants are [Cl-].O[NH3+:3].[C:4](=[O:7])([O-])[OH:5].[Na+].CS(C)=O.[CH2:13]([C:17]1[N:21]([CH2:22][C:23]2[CH:28]=[CH:27][C:26]([C:29]3[C:30]([C:35]#[N:36])=[CH:31][CH:32]=[CH:33][CH:34]=3)=[CH:25][CH:24]=2)[C:20](=[O:37])[N:19]([CH:38]([CH2:40][CH3:41])[CH3:39])[N:18]=1)[CH2:14][CH2:15][CH3:16]. The catalyst is C(OCC)(=O)C. The product is [CH2:13]([C:17]1[N:21]([CH2:22][C:23]2[CH:28]=[CH:27][C:26]([C:29]3[CH:34]=[CH:33][CH:32]=[CH:31][C:30]=3[C:35]3[NH:3][C:4](=[O:7])[O:5][N:36]=3)=[CH:25][CH:24]=2)[C:20](=[O:37])[N:19]([CH:38]([CH2:40][CH3:41])[CH3:39])[N:18]=1)[CH2:14][CH2:15][CH3:16]. The yield is 0.200. (7) The reactants are [N+:1]([C:4]1[C:5]([C:21]#[N:22])=[N:6][CH:7]=[C:8]([C:10]2[N:14](C3CCCCO3)[N:13]=[CH:12][CH:11]=2)[CH:9]=1)([O-:3])=[O:2].O.C(=O)(O)[O-].[Na+]. The catalyst is Cl.CCO. The product is [N+:1]([C:4]1[C:5]([C:21]#[N:22])=[N:6][CH:7]=[C:8]([C:10]2[NH:14][N:13]=[CH:12][CH:11]=2)[CH:9]=1)([O-:3])=[O:2]. The yield is 0.930.